The task is: Predict the product of the given reaction.. This data is from Forward reaction prediction with 1.9M reactions from USPTO patents (1976-2016). (1) Given the reactants [CH2:1]([O:8][C:9]1[C:10]([C:34]([O:36]C)=[O:35])=[N:11][C:12]([NH:19][CH2:20][CH2:21][CH2:22][CH2:23][CH2:24][CH2:25][NH:26][C:27]([O:29][C:30]([CH3:33])([CH3:32])[CH3:31])=[O:28])=[C:13]2[C:18]=1[N:17]=[CH:16][CH:15]=[CH:14]2)[C:2]1[CH:7]=[CH:6][CH:5]=[CH:4][CH:3]=1.[OH-].[Na+].Cl, predict the reaction product. The product is: [CH2:1]([O:8][C:9]1[C:10]([C:34]([OH:36])=[O:35])=[N:11][C:12]([NH:19][CH2:20][CH2:21][CH2:22][CH2:23][CH2:24][CH2:25][NH:26][C:27]([O:29][C:30]([CH3:31])([CH3:32])[CH3:33])=[O:28])=[C:13]2[C:18]=1[N:17]=[CH:16][CH:15]=[CH:14]2)[C:2]1[CH:3]=[CH:4][CH:5]=[CH:6][CH:7]=1. (2) Given the reactants [CH3:1][CH:2]([N:4]1[C:12](/[CH:13]=[CH:14]/[C@H:15]([OH:24])[CH2:16][C@H:17]([OH:23])[CH2:18][C:19]([O:21]C)=[O:20])=[C:11]([C:25]2[CH:30]=[CH:29][C:28]([F:31])=[CH:27][CH:26]=2)[C:10]2[C:5]1=[CH:6][CH:7]=[CH:8][CH:9]=2)[CH3:3].[OH-].[Na+:33].CC(O)C, predict the reaction product. The product is: [CH3:3][CH:2]([N:4]1[C:12](/[CH:13]=[CH:14]/[CH:15]([OH:24])[CH2:16][CH:17]([OH:23])[CH2:18][C:19]([O-:21])=[O:20])=[C:11]([C:25]2[CH:26]=[CH:27][C:28]([F:31])=[CH:29][CH:30]=2)[C:10]2[CH:9]=[CH:8][CH:7]=[CH:6][C:5]1=2)[CH3:1].[Na+:33]. (3) Given the reactants [CH:1]([N:14]1[CH2:17][CH:16]([NH2:18])[CH2:15]1)([C:8]1[CH:13]=[CH:12][CH:11]=[CH:10][CH:9]=1)[C:2]1[CH:7]=[CH:6][CH:5]=[CH:4][CH:3]=1.[C:19](Cl)(=[O:21])[CH3:20], predict the reaction product. The product is: [CH:1]([N:14]1[CH2:17][CH:16]([NH:18][C:19](=[O:21])[CH3:20])[CH2:15]1)([C:8]1[CH:13]=[CH:12][CH:11]=[CH:10][CH:9]=1)[C:2]1[CH:3]=[CH:4][CH:5]=[CH:6][CH:7]=1. (4) The product is: [Br:12][C:5]1[CH:6]=[CH:7][C:8]([OH:10])=[CH:9][C:4]=1[C:3]([O:2][CH3:1])=[O:13]. Given the reactants [CH3:1][O:2][C:3](=[O:13])[C:4]1[CH:9]=[C:8]([O:10]C)[CH:7]=[CH:6][C:5]=1[Br:12].[Al+3].[Cl-].[Cl-].[Cl-].CCS, predict the reaction product. (5) Given the reactants [CH3:1][C:2]1([CH3:10])[O:7][CH2:6][CH:5]([CH2:8][OH:9])[CH2:4][O:3]1.CCN(CC)CC.[S:18](Cl)([C:21]1[CH:27]=[CH:26][C:24]([CH3:25])=[CH:23][CH:22]=1)(=[O:20])=[O:19], predict the reaction product. The product is: [CH3:25][C:24]1[CH:26]=[CH:27][C:21]([S:18]([O:9][CH2:8][CH:5]2[CH2:6][O:7][C:2]([CH3:10])([CH3:1])[O:3][CH2:4]2)(=[O:20])=[O:19])=[CH:22][CH:23]=1. (6) Given the reactants [CH3:1][C@@H:2]1[N:8]([C:9](=[O:15])[CH2:10][S:11]([CH3:14])(=[O:13])=[O:12])[C:7]2[CH:16]=[CH:17][CH:18]=[CH:19][C:6]=2[NH:5][C:4](=[O:20])[C@H:3]1[NH:21][C:22](=[O:28])[O:23][C:24]([CH3:27])([CH3:26])[CH3:25].[Br:29][C:30]1[CH:31]=[C:32]2[C:37](=[CH:38][CH:39]=1)[C:36]([CH2:40]Cl)=[C:35]([O:42][CH3:43])[CH:34]=[CH:33]2.C(=O)([O-])[O-].[Cs+].[Cs+].[I-].[Na+], predict the reaction product. The product is: [Br:29][C:30]1[CH:31]=[C:32]2[C:37](=[CH:38][CH:39]=1)[C:36]([CH2:40][N:5]1[C:4](=[O:20])[C@@H:3]([NH:21][C:22](=[O:28])[O:23][C:24]([CH3:27])([CH3:26])[CH3:25])[C@H:2]([CH3:1])[N:8]([C:9](=[O:15])[CH2:10][S:11]([CH3:14])(=[O:13])=[O:12])[C:7]3[CH:16]=[CH:17][CH:18]=[CH:19][C:6]1=3)=[C:35]([O:42][CH3:43])[CH:34]=[CH:33]2. (7) Given the reactants [Cl:1][C:2]1[CH:3]=[N:4][CH:5]=[C:6]([Cl:24])[C:7]=1[NH:8][C:9]([C:11]1[C:12]2[N:13]([N:19]=[C:20]([CH:22]=O)[CH:21]=2)[C:14]([O:17][CH3:18])=[CH:15][CH:16]=1)=[O:10].C([O-])(=O)C.[Na+].Cl.[NH2:31][OH:32], predict the reaction product. The product is: [Cl:24][C:6]1[CH:5]=[N:4][CH:3]=[C:2]([Cl:1])[C:7]=1[NH:8][C:9]([C:11]1[C:12]2[N:13]([N:19]=[C:20]([CH:22]=[N:31][OH:32])[CH:21]=2)[C:14]([O:17][CH3:18])=[CH:15][CH:16]=1)=[O:10]. (8) The product is: [N+:20]([C:23]1[CH:41]=[CH:40][C:26]([CH2:27][O:28][C:29]([C:31]2[N:32]3[CH:35]([S:36][CH:37]=2)[C:34]([CH:15]([O:16][C:42](=[O:44])[CH3:43])[C:7]2[N:6]=[C:5]4[N:9]([C:10]5[CH2:11][CH2:12][CH2:13][C:14]=5[C:3]([O:2][CH3:1])=[N:4]4)[CH:8]=2)([Br:38])[C:33]3=[O:39])=[O:30])=[CH:25][CH:24]=1)([O-:22])=[O:21]. Given the reactants [CH3:1][O:2][C:3]1[C:14]2[CH2:13][CH2:12][CH2:11][C:10]=2[N:9]2[C:5](=[N:6][C:7]([CH:15]=[O:16])=[CH:8]2)[N:4]=1.[Br-].[Mg+2].[Br-].[N+:20]([C:23]1[CH:41]=[CH:40][C:26]([CH2:27][O:28][C:29]([C:31]2[N:32]3[CH:35]([S:36][CH:37]=2)[CH:34]([Br:38])[C:33]3=[O:39])=[O:30])=[CH:25][CH:24]=1)([O-:22])=[O:21].[C:42](OC(=O)C)(=[O:44])[CH3:43], predict the reaction product. (9) The product is: [CH3:21][S:18]([C:15]1[CH:16]=[CH:17][C:12]([CH:4]([CH2:5][CH:6]2[CH2:11][CH2:10][CH2:9][CH2:8][O:7]2)[C:3]([OH:22])=[O:2])=[CH:13][CH:14]=1)(=[O:20])=[O:19]. Given the reactants C[O:2][C:3](=[O:22])[CH:4]([C:12]1[CH:17]=[CH:16][C:15]([S:18]([CH3:21])(=[O:20])=[O:19])=[CH:14][CH:13]=1)[CH2:5][CH:6]1[CH2:11][CH2:10][CH2:9][CH2:8][O:7]1.[OH-].[K+], predict the reaction product.